Dataset: Forward reaction prediction with 1.9M reactions from USPTO patents (1976-2016). Task: Predict the product of the given reaction. (1) The product is: [N:1]([CH2:4][C@@H:5]([O:6][C:16]1[CH:15]=[C:14]([Cl:13])[C:21]([F:22])=[CH:20][C:17]=1[C:18]#[N:19])[C:7]1[CH:12]=[CH:11][CH:10]=[CH:9][CH:8]=1)=[N+:2]=[N-:3]. Given the reactants [N:1]([CH2:4][C@H:5]([C:7]1[CH:12]=[CH:11][CH:10]=[CH:9][CH:8]=1)[OH:6])=[N+:2]=[N-:3].[Cl:13][C:14]1[C:21]([F:22])=[CH:20][C:17]([C:18]#[N:19])=[C:16](F)[CH:15]=1.[H-].[Na+].O, predict the reaction product. (2) Given the reactants C([Si](C)(C)[O:6][CH2:7][CH:8]1[CH2:13][C:12]([CH3:27])([S:14]([C:17]2[CH:22]=[CH:21][CH:20]=[C:19]([C:23]([F:26])([F:25])[F:24])[CH:18]=2)(=[O:16])=[O:15])[CH2:11][CH2:10][O:9]1)(C)(C)C.C1COCC1, predict the reaction product. The product is: [CH3:27][C:12]1([S:14]([C:17]2[CH:22]=[CH:21][CH:20]=[C:19]([C:23]([F:25])([F:24])[F:26])[CH:18]=2)(=[O:15])=[O:16])[CH2:11][CH2:10][O:9][CH:8]([CH2:7][OH:6])[CH2:13]1. (3) Given the reactants [NH2:1][C:2]1[C:3]2[C:10]([C:11]3[CH:16]=[CH:15][C:14]([O:17][C:18]4[CH:23]=[CH:22][CH:21]=[CH:20][CH:19]=4)=[CH:13][CH:12]=3)=[CH:9][N:8]([C:24]3[CH:25]=[C:26]([CH:29]=[CH:30][CH:31]=3)[CH:27]=O)[C:4]=2[N:5]=[CH:6][N:7]=1.[C:32]([CH2:34][C:35]([NH:37][C:38]([CH3:42])([CH3:41])[CH2:39][OH:40])=[O:36])#[N:33].C([O-])(=O)C.[NH2+]1CCCCC1, predict the reaction product. The product is: [NH2:1][C:2]1[C:3]2[C:10]([C:11]3[CH:12]=[CH:13][C:14]([O:17][C:18]4[CH:23]=[CH:22][CH:21]=[CH:20][CH:19]=4)=[CH:15][CH:16]=3)=[CH:9][N:8]([C:24]3[CH:25]=[C:26](/[CH:27]=[C:34](\[C:32]#[N:33])/[C:35]([NH:37][C:38]([CH3:42])([CH3:41])[CH2:39][OH:40])=[O:36])[CH:29]=[CH:30][CH:31]=3)[C:4]=2[N:5]=[CH:6][N:7]=1. (4) Given the reactants Cl[C:2]1[C:3]2[C:4](=[CH:13][N:14](CC3C=CC(OC)=CC=3)[N:15]=2)[N:5]=[C:6]([C:8]2[O:9][CH:10]=[CH:11][N:12]=2)[N:7]=1.[CH3:25][N:26]1[CH2:31][CH2:30][N:29]([C:32]2[CH:38]=[CH:37][C:35]([NH2:36])=[CH:34][CH:33]=2)[CH2:28][CH2:27]1.Cl, predict the reaction product. The product is: [CH3:25][N:26]1[CH2:27][CH2:28][N:29]([C:32]2[CH:38]=[CH:37][C:35]([NH:36][C:2]3[C:3]4[NH:15][N:14]=[CH:13][C:4]=4[N:5]=[C:6]([C:8]4[O:9][CH:10]=[CH:11][N:12]=4)[N:7]=3)=[CH:34][CH:33]=2)[CH2:30][CH2:31]1.